Dataset: Full USPTO retrosynthesis dataset with 1.9M reactions from patents (1976-2016). Task: Predict the reactants needed to synthesize the given product. (1) Given the product [NH:25]1[CH:29]=[C:28]([C:2]2[CH:3]=[CH:4][C:5]3[N:6]([C:8]([CH2:11][NH:12][C:13]4[C:22]5[C:17](=[CH:18][C:19]([O:23][CH3:24])=[CH:20][N:21]=5)[N:16]=[CH:15][CH:14]=4)=[N:9][N:10]=3)[N:7]=2)[CH:27]=[N:26]1, predict the reactants needed to synthesize it. The reactants are: Cl[C:2]1[CH:3]=[CH:4][C:5]2[N:6]([C:8]([CH2:11][NH:12][C:13]3[C:22]4[C:17](=[CH:18][C:19]([O:23][CH3:24])=[CH:20][N:21]=4)[N:16]=[CH:15][CH:14]=3)=[N:9][N:10]=2)[N:7]=1.[NH:25]1[CH:29]=[C:28](B(O)O)[CH:27]=[N:26]1.CN(C=O)C.C(=O)([O-])[O-].[K+].[K+].O. (2) Given the product [Cl:25][C:22]1[CH:23]=[CH:24][C:19]([C:17]2[N:28]=[N:29][C:2]3[C@@H:1]4[CH2:7][C@H:4]([C:3]=3[CH:16]=2)[CH2:5][CH2:6]4)=[C:20]([CH3:26])[CH:21]=1, predict the reactants needed to synthesize it. The reactants are: [CH:1]12[CH2:7][CH:4]([CH2:5][CH2:6]1)[C:3](=O)[C:2]2=O.COP([CH2:16][C:17]([C:19]1[CH:24]=[CH:23][C:22]([Cl:25])=[CH:21][C:20]=1[CH3:26])=O)(=O)OC.O.[NH2:28][NH2:29]. (3) Given the product [C:22]([NH:25][C:26]1[C:27](=[O:28])[N:1]([C:3]2[CH:21]=[CH:20][C:6]([C:7]([NH:9][C:10]3[CH:11]=[CH:12][C:13]([C:16]([F:19])([F:17])[F:18])=[CH:14][CH:15]=3)=[O:8])=[CH:5][N:4]=2)[NH:2][C:32]=1[CH3:33])(=[O:24])[CH3:23], predict the reactants needed to synthesize it. The reactants are: [NH:1]([C:3]1[CH:21]=[CH:20][C:6]([C:7]([NH:9][C:10]2[CH:15]=[CH:14][C:13]([C:16]([F:19])([F:18])[F:17])=[CH:12][CH:11]=2)=[O:8])=[CH:5][N:4]=1)[NH2:2].[C:22]([NH:25][CH:26]([C:32](=O)[CH3:33])[C:27](OCC)=[O:28])(=[O:24])[CH3:23]. (4) Given the product [Br:2][C:3]1[N:4]=[C:5]([CH2:11][N:30]2[CH:29]=[CH:28][N:27]=[C:26]2[C:22]2[CH:23]=[CH:24][CH:25]=[C:20]([F:19])[N:21]=2)[N:6]([CH2:9][CH3:10])[C:7]=1[CH3:8], predict the reactants needed to synthesize it. The reactants are: Cl.[Br:2][C:3]1[N:4]=[C:5]([CH2:11]Cl)[N:6]([CH2:9][CH3:10])[C:7]=1[CH3:8].C([O-])([O-])=O.[K+].[K+].[F:19][C:20]1[CH:25]=[CH:24][CH:23]=[C:22]([C:26]2[NH:27][CH:28]=[CH:29][N:30]=2)[N:21]=1.O. (5) Given the product [CH2:1]([O:3][C:4]([C:6]1([CH2:12][CH2:13][O:14][CH3:15])[CH2:7][CH2:8][N:9]([S:19]([CH2:18][C:17]([CH3:24])([CH3:23])[CH3:16])(=[O:21])=[O:20])[CH2:10][CH2:11]1)=[O:5])[CH3:2], predict the reactants needed to synthesize it. The reactants are: [CH2:1]([O:3][C:4]([C:6]1([CH2:12][CH2:13][O:14][CH3:15])[CH2:11][CH2:10][NH:9][CH2:8][CH2:7]1)=[O:5])[CH3:2].[CH3:16][C:17]([CH3:24])([CH3:23])[CH2:18][S:19](Cl)(=[O:21])=[O:20]. (6) Given the product [F:1][C:2]1[CH:16]=[CH:15][C:5]([CH2:6][NH:7][C:8](=[O:14])[O:9][C:10]([CH3:13])([CH3:12])[CH3:11])=[C:4]([O:17][CH2:19][CH2:20][CH2:21][CH2:22][S:23](=[O:25])(=[O:24])[NH:26][CH3:27])[CH:3]=1, predict the reactants needed to synthesize it. The reactants are: [F:1][C:2]1[CH:16]=[CH:15][C:5]([CH2:6][NH:7][C:8](=[O:14])[O:9][C:10]([CH3:13])([CH3:12])[CH3:11])=[C:4]([OH:17])[CH:3]=1.I[CH2:19][CH2:20][CH2:21][CH2:22][S:23]([NH:26][CH3:27])(=[O:25])=[O:24].C(=O)([O-])[O-].[K+].[K+]. (7) Given the product [CH3:19][SiH:18]([C:20]1[C:21]([S:28][CH3:29])=[C:22]([CH:3]2[C:4]3[C:9](=[CH:8][CH:7]=[CH:6][CH:5]=3)[CH:10]=[C:2]2[CH3:1])[C:23]2[C:27]=1[CH:26]=[CH:25][CH:24]=2)[CH3:17], predict the reactants needed to synthesize it. The reactants are: [CH3:1][C:2]1[CH2:3][C:4]2[C:9]([CH:10]=1)=[CH:8][CH:7]=[CH:6][CH:5]=2.[Li+].CCC[CH2-].[Cl-].[CH3:17][SiH:18]([C:20]1[C:27]2[C:23]([CH:24]=[CH:25][CH:26]=2)=[CH:22][C:21]=1[S:28][CH3:29])[CH3:19].